Dataset: NCI-60 drug combinations with 297,098 pairs across 59 cell lines. Task: Regression. Given two drug SMILES strings and cell line genomic features, predict the synergy score measuring deviation from expected non-interaction effect. (1) Drug 1: C1=NNC2=C1C(=O)NC=N2. Drug 2: CC(C)CN1C=NC2=C1C3=CC=CC=C3N=C2N. Cell line: HL-60(TB). Synergy scores: CSS=-4.35, Synergy_ZIP=-0.0125, Synergy_Bliss=-8.26, Synergy_Loewe=-6.24, Synergy_HSA=-11.2. (2) Drug 1: CN1CCC(CC1)COC2=C(C=C3C(=C2)N=CN=C3NC4=C(C=C(C=C4)Br)F)OC. Drug 2: C1CC(=O)NC(=O)C1N2CC3=C(C2=O)C=CC=C3N. Cell line: RXF 393. Synergy scores: CSS=5.51, Synergy_ZIP=-3.65, Synergy_Bliss=-1.59, Synergy_Loewe=-0.963, Synergy_HSA=-0.883.